The task is: Binary Classification. Given a miRNA mature sequence and a target amino acid sequence, predict their likelihood of interaction.. This data is from Experimentally validated miRNA-target interactions with 360,000+ pairs, plus equal number of negative samples. (1) The miRNA is hsa-miR-5693 with sequence GCAGUGGCUCUGAAAUGAACUC. The protein sequence of the target gene is MVLSQEEPDSARGTSEAQPLGPAPTGAAPPPGPGPSDSPEAAVEKVEVELAGPATAEPHEPPEPPEGGWGWLVMLAAMWCNGSVFGIQNACGVLFVSMLETFGSKDDDKMVFKTAWVGSLSMGMIFFCCPIVSVFTDLFGCRKTAVVGAAVGFVGLMSSSFVSSIEPLYLTYGIIFACGCSFAYQPSLVILGHYFKKRLGLVNGIVTAGSSVFTILLPLLLRVLIDSVGLFYTLRVLCIFMFVLFLAGFTYRPLATSTKDKESGGSGSSLFSRKKFSPPKKIFNFAIFKVTAYAVWAVGI.... Result: 1 (interaction). (2) The protein sequence of the target gene is MSSGESHQEQLSQSDPSPSPNSCSSFELIDMDASSSYEPVSPHWFYCKVLDSKELWIPFNSEDSQQLEDAYGSGKDCNERIVPTDGGRYDVHLGERMRYAVYWDELPSEVRRCTWFYKGDKDNKYVPYSESFSQVLEDTYMLAVTLDEWKKKIESPNREIIVLHNPKLMVHYQPIAGSDEWGSTSTEQGRPRSVKRGVENIPVDIHCGEPLQIDHLVFVVHGIGPACDLRFRSIVQCVNDFRSVSLNLLQTHFKKAQENEQIGRVEFLPVNWHSPLHSTGVDIDLQRITLPSINRLRHFT.... Result: 0 (no interaction). The miRNA is mmu-miR-5119 with sequence CAUCUCAUCCUGGGGCUGG. (3) The miRNA is hsa-miR-6783-3p with sequence UUCCUGGGCUUCUCCUCUGUAG. The protein sequence of the target gene is MRARSALPRSALPRLLLPLLLLPAAGPAQFHGEKGISIPDHGFCQPISIPLCTDIAYNQTIMPNLLGHTNQEDAGLEVHQFYPLVKVQCSPELRFFLCSMYAPVCTVLEQAIPPCRSICERARQGCEALMNKFGFQWPERLRCEHFPRHGAEQICVGQNHSEDGAPALLTTAPPSGLQPGAGGTPGGPGGGGSPPRYATLEHPFHCPRVLKVPSYLSYKFLGERDCAAPCEPARPDGSMFFSQEETRFARLWILTWSVLCCASTFFTVTTYLVDMQRFRYPERPIIFLSGCYTMVSVAYI.... Result: 0 (no interaction). (4) The miRNA is mmu-miR-3098-3p with sequence UUCUGCUGCCUGCCUUUAGGA. The protein sequence of the target gene is MSSEESYRAILRYLTNEREPYAPGTEGNVKRKIRKAAACYVVRGGTLYYQRRQRHRKTFAELEVVLQPERRRDLIEAAHLGPGGTHHTRHQTWHYLSKTYWWRGILKQVKDYIKQCSKCQEKLDRSRPISDVSEMLEELGLDLESGEESNESEDDLSNFTSSPTTASKPAKKKPVSKHELVFVDTKGVVKRSSPKHCQAVLKQLNEQRLSNQFCDVTLLIEGEEYKAHKSVLSANSEYFRDLFIEKGAVSSHEAVVDLSGFCKASFLPLLEFAYTSVLSFDFCSMADVAILARHLFMSEV.... Result: 0 (no interaction). (5) The miRNA is hsa-miR-449b-5p with sequence AGGCAGUGUAUUGUUAGCUGGC. The protein sequence of the target gene is MSRKASEDVEYTLRSLSSLMGERRRRQPEPGAPGGERSLLAAESAASLQGAELERAARRQFQRDETPAFVYAAAAFSALGGFLFGYDTGVVSGAMLLLRRQMRLGAMWQELLVSGAVGAAAVAALAGGALNGALGRRSAILLASALCTVGSAVLAAAANKETLLAGRLVVGLGIGIASMTVPVYIAEVSPPNLRGRLVTINTLFITGGQFFASVVDGAFSYLQKDGWRYMLGLAAIPAVIQFLGFLFLPESPRWLIQKGQTQKARRILSQMRGNQTIDEEYDSIRNSIEEEEKEATAAGP.... Result: 0 (no interaction). (6) The miRNA is rno-miR-672-5p with sequence UGAGGUUGGUGUACUGUGUGUGA. The protein sequence of the target gene is MSCVPWKGDKAKAESSDLPQAAPPQIYHEKQRRELCALHALNNVFQDSNAFTRETLQEIFQRLSPNTMVTPHKKSMLGNGNYDVNVIMAALQTKGYEAVWWDKRRDVGVIALTNVMGFIMNLPSSLCWGPLKLPLKRQHWICVREVGGAYYNLDSKLKMPEWIGGESELRKFLKYHLRGKNCELLLVVPEEVEAHQSWRADV. Result: 0 (no interaction).